Predict which catalyst facilitates the given reaction. From a dataset of Catalyst prediction with 721,799 reactions and 888 catalyst types from USPTO. (1) Reactant: [OH:1][C:2]1[C:10]2[S:9][C:8]([CH3:11])=[CH:7][C:6]=2[CH:5]=[C:4]([C:12]([O:14][CH2:15][CH3:16])=[O:13])[CH:3]=1.[CH:30]1[CH:35]=[CH:34][C:33](P([C:30]2[CH:35]=[CH:34][CH:33]=[CH:32][CH:31]=2)[C:30]2[CH:35]=[CH:34][CH:33]=[CH:32][CH:31]=2)=[CH:32][CH:31]=1.[CH3:36][CH:37](OC(/N=N/C(OC(C)C)=O)=O)[CH3:38]. Product: [CH3:11][C:8]1[S:9][C:10]2[C:2]([O:1][CH:37]([CH3:38])[CH2:36][C:30]3[CH:31]=[CH:32][CH:33]=[CH:34][CH:35]=3)=[CH:3][C:4]([C:12]([O:14][CH2:15][CH3:16])=[O:13])=[CH:5][C:6]=2[CH:7]=1. The catalyst class is: 2. (2) Reactant: [Cl:1][C:2]1[CH:3]=[CH:4][C:5]([O:17][CH2:18][C:19]2[CH:24]=[CH:23][CH:22]=[CH:21][CH:20]=2)=[C:6]([CH2:8][C:9]2[S:10][CH:11]=[C:12]([C:14]([OH:16])=O)[N:13]=2)[CH:7]=1.CN1CCOCC1.CCN=C=NCCCN(C)C.C1C=CC2N(O)N=NC=2C=1.[NH2:53][C:54]1[CH:59]=[CH:58][C:57]([CH2:60][OH:61])=[CH:56][CH:55]=1. Product: [Cl:1][C:2]1[CH:3]=[CH:4][C:5]([O:17][CH2:18][C:19]2[CH:24]=[CH:23][CH:22]=[CH:21][CH:20]=2)=[C:6]([CH2:8][C:9]2[S:10][CH:11]=[C:12]([C:14]([NH:53][C:54]3[CH:59]=[CH:58][C:57]([CH2:60][OH:61])=[CH:56][CH:55]=3)=[O:16])[N:13]=2)[CH:7]=1. The catalyst class is: 2. (3) Reactant: [N:1]1([C:6]2[CH:11]=[C:10](F)[CH:9]=[CH:8][C:7]=2[N+:13]([O-:15])=[O:14])[CH:5]=[CH:4][N:3]=[CH:2]1.[C:16]([N:19]1[CH2:24][CH2:23][NH:22][CH2:21][CH2:20]1)(=[O:18])[CH3:17].C(=O)([O-])[O-].[K+].[K+].O. Product: [N:1]1([C:6]2[CH:11]=[C:10]([N:22]3[CH2:23][CH2:24][N:19]([C:16](=[O:18])[CH3:17])[CH2:20][CH2:21]3)[CH:9]=[CH:8][C:7]=2[N+:13]([O-:15])=[O:14])[CH:5]=[CH:4][N:3]=[CH:2]1. The catalyst class is: 16. (4) Reactant: [S:1]1[C:5]([NH2:6])=[N:4][CH:3]=[N:2]1.C(N(CC)CC)C.[S:14](Cl)(Cl)(=[O:16])=[O:15].Cl.[Br:20][C:21]1[CH:26]=[C:25]([C:27]([F:30])([F:29])[F:28])[CH:24]=[CH:23][C:22]=1[C:31]1[CH:40]=[CH:39][CH:38]=[C:37]2[C:32]=1[CH2:33][CH2:34][NH:35][CH2:36]2.C(O)(=O)CC(CC(O)=O)(C(O)=O)O. Product: [Br:20][C:21]1[CH:26]=[C:25]([C:27]([F:30])([F:29])[F:28])[CH:24]=[CH:23][C:22]=1[C:31]1[CH:40]=[CH:39][CH:38]=[C:37]2[C:32]=1[CH2:33][CH2:34][N:35]([S:14]([NH:6][C:5]1[S:1][N:2]=[CH:3][N:4]=1)(=[O:16])=[O:15])[CH2:36]2. The catalyst class is: 168. (5) Reactant: [Mg].[CH:2]1[CH2:6][CH:5]=[CH:4][CH:3]=1.[Ru:7](Cl)(Cl)Cl. Product: [CH-:2]1[CH:6]=[CH:5][CH:4]=[CH:3]1.[CH-:2]1[CH:6]=[CH:5][CH:4]=[CH:3]1.[Ru+2:7]. The catalyst class is: 8. (6) Product: [CH3:29][C:5]([O:7][C:8]1[CH:9]=[CH:10][C:11]([S:14][CH2:15][CH2:16][C:17]2[N:18]=[C:19]([C:23]3[CH:24]=[CH:25][CH:26]=[CH:27][CH:28]=3)[O:20][C:21]=2[CH3:22])=[CH:12][CH:13]=1)([CH3:6])[C:4]([OH:30])=[O:3]. Reactant: C([O:3][C:4](=[O:30])[C:5]([CH3:29])([O:7][C:8]1[CH:13]=[CH:12][C:11]([S:14][CH2:15][CH2:16][C:17]2[N:18]=[C:19]([C:23]3[CH:28]=[CH:27][CH:26]=[CH:25][CH:24]=3)[O:20][C:21]=2[CH3:22])=[CH:10][CH:9]=1)[CH3:6])C.[OH-].[Na+].Cl. The catalyst class is: 14. (7) Reactant: [F:1][C:2]([F:41])([F:40])[C@H:3]1[CH2:8][CH2:7][C@H:6]([NH:9][C:10]([C:12]2[CH:13]=[C:14]3[N:27]=[C:26]([NH:28][C:29]4[C:34]([Cl:35])=[C:33]([F:36])[CH:32]=[C:31]([CH2:37][NH2:38])[C:30]=4[Cl:39])[NH:25][C:15]3=[N:16][C:17]=2[N:18]2[CH2:23][CH2:22][CH:21]([F:24])[CH2:20][CH2:19]2)=[O:11])[CH2:5][CH2:4]1.[C:42](Cl)(=[O:47])[C:43]([CH3:46])([CH3:45])[CH3:44].C1COCC1. Product: [F:41][C:2]([F:40])([F:1])[C@H:3]1[CH2:8][CH2:7][C@H:6]([NH:9][C:10]([C:12]2[CH:13]=[C:14]3[N:27]=[C:26]([NH:28][C:29]4[C:34]([Cl:35])=[C:33]([F:36])[CH:32]=[C:31]([CH2:37][NH:38][C:42](=[O:47])[C:43]([CH3:46])([CH3:45])[CH3:44])[C:30]=4[Cl:39])[NH:25][C:15]3=[N:16][C:17]=2[N:18]2[CH2:19][CH2:20][CH:21]([F:24])[CH2:22][CH2:23]2)=[O:11])[CH2:5][CH2:4]1. The catalyst class is: 5. (8) Reactant: [NH2:1][C:2]1[C:7]([CH:8]=O)=[CH:6][N:5]=[C:4]([N:10]2[CH2:15][CH2:14][O:13][CH2:12][CH2:11]2)[N:3]=1.C[O:17][C:18](=O)[CH2:19][C:20]([NH:22][C:23]1[CH:28]=[C:27]([C:29](=[O:39])[NH:30][C@@H:31]([C:33]2[CH:38]=[CH:37][CH:36]=[CH:35][CH:34]=2)[CH3:32])[CH:26]=[CH:25][C:24]=1[Cl:40])=[O:21].N1CCCCC1. Product: [Cl:40][C:24]1[CH:25]=[CH:26][C:27]([C:29](=[O:39])[NH:30][C@@H:31]([C:33]2[CH:38]=[CH:37][CH:36]=[CH:35][CH:34]=2)[CH3:32])=[CH:28][C:23]=1[NH:22][C:20]([C:19]1[C:18](=[O:17])[NH:1][C:2]2[N:3]=[C:4]([N:10]3[CH2:15][CH2:14][O:13][CH2:12][CH2:11]3)[N:5]=[CH:6][C:7]=2[CH:8]=1)=[O:21]. The catalyst class is: 5.